This data is from Forward reaction prediction with 1.9M reactions from USPTO patents (1976-2016). The task is: Predict the product of the given reaction. (1) Given the reactants Br[CH2:2][C:3]1[C:4]([C:26]2[CH:31]=[CH:30][CH:29]=[C:28]([C:32]([F:35])([F:34])[F:33])[CH:27]=2)=[N:5][C:6]2[C:11]([C:12]=1[C:13]([O:15][CH3:16])=[O:14])=[CH:10][C:9]([S:17]([CH:20]([CH3:22])[CH3:21])(=[O:19])=[O:18])=[C:8]([O:23][CH2:24][CH3:25])[CH:7]=2.[NH:36]1[CH2:41][CH2:40][CH:39]([N:42]2[CH2:47][CH2:46][O:45][CH2:44][CH2:43]2)[CH2:38][CH2:37]1.C(N(CC)C(C)C)(C)C, predict the reaction product. The product is: [CH2:24]([O:23][C:8]1[CH:7]=[C:6]2[C:11]([C:12]([C:13]([O:15][CH3:16])=[O:14])=[C:3]([CH2:2][N:36]3[CH2:41][CH2:40][CH:39]([N:42]4[CH2:47][CH2:46][O:45][CH2:44][CH2:43]4)[CH2:38][CH2:37]3)[C:4]([C:26]3[CH:31]=[CH:30][CH:29]=[C:28]([C:32]([F:35])([F:34])[F:33])[CH:27]=3)=[N:5]2)=[CH:10][C:9]=1[S:17]([CH:20]([CH3:22])[CH3:21])(=[O:19])=[O:18])[CH3:25]. (2) Given the reactants [C:1]([O:5][C:6](=[O:16])[NH:7][CH2:8][C:9]1[CH:14]=[CH:13][CH:12]=[C:11]([F:15])[CH:10]=1)([CH3:4])([CH3:3])[CH3:2].[H-].[Na+].[Cl:19][C:20]1[CH:25]=[N:24][CH:23]=[C:22](Cl)[N:21]=1, predict the reaction product. The product is: [C:1]([O:5][C:6](=[O:16])[N:7]([C:22]1[CH:23]=[N:24][CH:25]=[C:20]([Cl:19])[N:21]=1)[CH2:8][C:9]1[CH:14]=[CH:13][CH:12]=[C:11]([F:15])[CH:10]=1)([CH3:4])([CH3:2])[CH3:3]. (3) Given the reactants [F:1][C:2]1[C:7]([F:8])=[CH:6][CH:5]=[CH:4][C:3]=1[C:9]1[NH:17][C:12]2=[CH:13][N:14]=[N:15][CH:16]=[C:11]2[N:10]=1.Cl[CH2:19][C:20]1[O:24][N:23]=[C:22]([C:25]2[CH:30]=[CH:29][C:28]([O:31][CH3:32])=[CH:27][C:26]=2[O:33][C:34]([F:37])([F:36])[F:35])[CH:21]=1, predict the reaction product. The product is: [F:1][C:2]1[C:7]([F:8])=[CH:6][CH:5]=[CH:4][C:3]=1[C:9]1[N:17]=[C:12]2[CH:13]=[N:14][N:15]([CH2:19][C:20]3[O:24][N:23]=[C:22]([C:25]4[CH:30]=[CH:29][C:28]([O:31][CH3:32])=[CH:27][C:26]=4[O:33][C:34]([F:37])([F:35])[F:36])[CH:21]=3)[CH:16]=[C:11]2[N:10]=1. (4) Given the reactants [OH:1][C:2]1[CH:11]=[C:10]2[C:5]([CH2:6][CH2:7][CH2:8][C:9]2=[O:12])=[CH:4][CH:3]=1.C([O-])([O-])=O.[K+].[K+].[CH2:19](Br)[C:20]1[CH:25]=[CH:24][CH:23]=[CH:22][CH:21]=1, predict the reaction product. The product is: [CH2:19]([O:1][C:2]1[CH:11]=[C:10]2[C:5]([CH2:6][CH2:7][CH2:8][C:9]2=[O:12])=[CH:4][CH:3]=1)[C:20]1[CH:25]=[CH:24][CH:23]=[CH:22][CH:21]=1. (5) Given the reactants [SH:1][C:2]1[S:3][C:4]2[CH2:14][CH2:13][C:12]3[C:7](=[CH:8][CH:9]=[CH:10][C:11]=3[O:15][CH2:16][C:17]([O:19][CH2:20][CH3:21])=[O:18])[C:5]=2[N:6]=1.[H-].[Na+].Cl[C:25]1[CH:30]=[CH:29][C:28]([N+:31]([O-:33])=[O:32])=[CH:27][C:26]=1[N+:34]([O-:36])=[O:35].O, predict the reaction product. The product is: [N+:31]([C:28]1[CH:27]=[C:26]([N+:34]([O-:36])=[O:35])[CH:25]=[CH:30][C:29]=1[S:1][C:2]1[S:3][C:4]2[CH2:14][CH2:13][C:12]3[C:7](=[CH:8][CH:9]=[CH:10][C:11]=3[O:15][CH2:16][C:17]([O:19][CH2:20][CH3:21])=[O:18])[C:5]=2[N:6]=1)([O-:33])=[O:32]. (6) Given the reactants [CH:1]1([NH:7][C:8](=[O:14])[CH2:9][CH2:10][CH2:11][CH2:12]Cl)[CH2:6][CH2:5][CH2:4][CH2:3][CH2:2]1.[H-].[Na+], predict the reaction product. The product is: [CH:1]1([N:7]2[CH2:12][CH2:11][CH2:10][CH2:9][C:8]2=[O:14])[CH2:6][CH2:5][CH2:4][CH2:3][CH2:2]1.